From a dataset of Full USPTO retrosynthesis dataset with 1.9M reactions from patents (1976-2016). Predict the reactants needed to synthesize the given product. (1) The reactants are: C(OC([N:8]1[CH2:13][CH2:12][N:11]([CH2:14][CH:15]2[O:19][C:18](=[O:20])[N:17]([C:21]3[CH:26]=[CH:25][CH:24]=[CH:23][CH:22]=3)[CH2:16]2)[CH2:10][CH2:9]1)=O)(C)(C)C. Given the product [C:21]1([N:17]2[CH2:16][CH:15]([CH2:14][N:11]3[CH2:12][CH2:13][NH:8][CH2:9][CH2:10]3)[O:19][C:18]2=[O:20])[CH:22]=[CH:23][CH:24]=[CH:25][CH:26]=1, predict the reactants needed to synthesize it. (2) Given the product [OH:3][C:4]1[CH:5]=[C:6]2[C:11](=[CH:12][CH:13]=1)[C:10]([O:14][C:15]1[CH:16]=[CH:17][C:18]([O:21][CH2:22][CH2:23][N:24]3[CH2:29][CH2:28][CH2:27][CH2:26][CH2:25]3)=[CH:19][CH:20]=1)=[C:9]([C:30]1[CH:38]=[C:37]3[C:33]([CH2:34][NH:35][C:36]3=[O:39])=[CH:32][CH:31]=1)[CH:8]=[CH:7]2, predict the reactants needed to synthesize it. The reactants are: Cl.C[O:3][C:4]1[CH:5]=[C:6]2[C:11](=[CH:12][CH:13]=1)[C:10]([O:14][C:15]1[CH:20]=[CH:19][C:18]([O:21][CH2:22][CH2:23][N:24]3[CH2:29][CH2:28][CH2:27][CH2:26][CH2:25]3)=[CH:17][CH:16]=1)=[C:9]([C:30]1[CH:38]=[C:37]3[C:33]([CH2:34][NH:35][C:36]3=[O:39])=[CH:32][CH:31]=1)[CH:8]=[CH:7]2.B(Br)(Br)Br.C(=O)(O)[O-].[Na+]. (3) Given the product [ClH:17].[CH3:26][CH:25]([Se:10][CH2:11][C@@H:12]([C:13]([OH:15])=[O:14])[NH2:16])[C:22]1[CH:21]=[CH:20][CH:19]=[CH:24][CH:23]=1, predict the reactants needed to synthesize it. The reactants are: [BH4-].[Na+].[CH2:11]([Se:10][Se:10][CH2:11][C@H:12]([NH2:16])[C:13]([OH:15])=[O:14])[C@H:12]([NH2:16])[C:13]([OH:15])=[O:14].[Cl:17]C[C:19]1[CH:24]=[CH:23][C:22]([CH3:25])=[CH:21][CH:20]=1.[CH2:26]1COCC1. (4) Given the product [C:7]([C:9]1[C:27]([Cl:28])=[C:26]([F:29])[CH:25]=[C:11]2[C:10]=1[N:21]([CH:22]1[CH2:24][CH2:23]1)[CH:20]=[C:14]([C:15]([O:17][CH2:18][CH3:19])=[O:16])[C:12]2=[O:13])#[N:8], predict the reactants needed to synthesize it. The reactants are: C([O-])([O-])=O.[K+].[K+].[C:7]([C:9]1[C:10](Cl)=[C:11]([CH:25]=[C:26]([F:29])[C:27]=1[Cl:28])[C:12]([C:14](=[CH:20][NH:21][CH:22]1[CH2:24][CH2:23]1)[C:15]([O:17][CH2:18][CH3:19])=[O:16])=[O:13])#[N:8]. (5) Given the product [CH3:1][N:2]1[C:6]([C:7]2[CH:20]=[C:19]([NH2:21])[CH:18]=[CH:17][C:8]=2[O:9][CH2:10][C:11]2[CH:16]=[CH:15][CH:14]=[CH:13][N:12]=2)=[CH:5][CH:4]=[N:3]1, predict the reactants needed to synthesize it. The reactants are: [CH3:1][N:2]1[C:6]([C:7]2[CH:20]=[C:19]([N+:21]([O-])=O)[CH:18]=[CH:17][C:8]=2[O:9][CH2:10][C:11]2[CH:16]=[CH:15][CH:14]=[CH:13][N:12]=2)=[CH:5][CH:4]=[N:3]1. (6) Given the product [Cl:17][C:12]1[N:11]=[C:10]([N:4]2[CH2:5][C:6]3([CH2:8][OH:9])[C:2]([NH:1][C:23]([CH:21]4[CH2:22][CH:20]4[C:18]#[N:19])=[O:24])([CH2:7]3)[CH2:3]2)[C:15]([F:16])=[CH:14][N:13]=1, predict the reactants needed to synthesize it. The reactants are: [NH2:1][C:2]12[CH2:7][C:6]1([CH2:8][OH:9])[CH2:5][N:4]([C:10]1[C:15]([F:16])=[CH:14][N:13]=[C:12]([Cl:17])[N:11]=1)[CH2:3]2.[C:18]([C@@H:20]1[CH2:22][C@H:21]1[C:23](O)=[O:24])#[N:19].CCN(C(C)C)C(C)C. (7) Given the product [C:1]1([C:13]2[CH:14]=[CH:15][CH:16]=[CH:17][CH:18]=2)[CH:6]=[CH:5][CH:4]=[C:3]([C:7]2[N:8]=[C:9]3[N:12]=[C:19]([CH3:20])[C:22]([CH2:27][C:28]([O:30][CH3:31])=[O:29])=[C:23]([OH:24])[N:10]3[N:11]=2)[CH:2]=1, predict the reactants needed to synthesize it. The reactants are: [C:1]1([C:13]2[CH:18]=[CH:17][CH:16]=[CH:15][CH:14]=2)[CH:6]=[CH:5][CH:4]=[C:3]([C:7]2[N:11]=[N:10][CH:9]([NH2:12])[N:8]=2)[CH:2]=1.[C:19]([CH:22]([CH2:27][C:28]([O:30][CH3:31])=[O:29])[C:23](OC)=[O:24])(=O)[CH3:20].S(O)(C1C=CC(C)=CC=1)(=O)=O. (8) Given the product [N:17]1([C:15]([C:10]2[CH:9]=[CH:8][C:7]3[NH:6][C:5]4[C:4]([C:23]([NH2:25])=[O:24])=[CH:3][C:2]([C:26]5[CH:31]=[CH:30][CH:29]=[CH:28][CH:27]=5)=[N:14][C:13]=4[C:12]=3[CH:11]=2)=[O:16])[CH2:22][CH2:21][O:20][CH2:19][CH2:18]1, predict the reactants needed to synthesize it. The reactants are: Br[C:2]1[CH:3]=[C:4]([C:23]([NH2:25])=[O:24])[C:5]2[NH:6][C:7]3[CH:8]=[CH:9][C:10]([C:15]([N:17]4[CH2:22][CH2:21][O:20][CH2:19][CH2:18]4)=[O:16])=[CH:11][C:12]=3[C:13]=2[N:14]=1.[C:26]1(B(O)O)[CH:31]=[CH:30][CH:29]=[CH:28][CH:27]=1.[O-]P([O-])([O-])=O.[K+].[K+].[K+].C1(P(C2CCCCC2)C2C=CC=CC=2C2C(C(C)C)=CC(C(C)C)=CC=2C(C)C)CCCCC1. (9) Given the product [Cl:1][C:2]1[C:11]2[C:6](=[CH:7][CH:8]=[C:9]([C:12]([OH:30])([C:24]3[N:28]([CH3:29])[N:27]=[N:26][CH:25]=3)[CH:13]3[CH2:16][N:15]([C:45](=[O:46])[CH3:44])[CH2:14]3)[CH:10]=2)[N:5]=[C:4]([CH3:31])[C:3]=1[CH2:32][C:33]1[CH:38]=[CH:37][C:36]([C:39]([F:40])([F:41])[F:42])=[CH:35][CH:34]=1, predict the reactants needed to synthesize it. The reactants are: [Cl:1][C:2]1[C:11]2[C:6](=[CH:7][CH:8]=[C:9]([C:12]([OH:30])([C:24]3[N:28]([CH3:29])[N:27]=[N:26][CH:25]=3)[CH:13]3[CH2:16][N:15](C(OC(C)(C)C)=O)[CH2:14]3)[CH:10]=2)[N:5]=[C:4]([CH3:31])[C:3]=1[CH2:32][C:33]1[CH:38]=[CH:37][C:36]([C:39]([F:42])([F:41])[F:40])=[CH:35][CH:34]=1.F[C:44](F)(F)[C:45](O)=[O:46].C(=O)(O)[O-].[Na+].